This data is from Catalyst prediction with 721,799 reactions and 888 catalyst types from USPTO. The task is: Predict which catalyst facilitates the given reaction. (1) Reactant: [SH:1][C:2]1[CH:7]=[CH:6][C:5]([S:8]([NH:11][C:12]2[CH:20]=[CH:19][CH:18]=[CH:17][C:13]=2[C:14]([OH:16])=[O:15])(=[O:10])=[O:9])=[CH:4][CH:3]=1.Cl[CH2:22][C:23]1[N:24]=[C:25]([C:29]2[CH:34]=[CH:33][CH:32]=[CH:31][CH:30]=2)[O:26][C:27]=1[CH3:28].C(=O)([O-])[O-].[Cs+].[Cs+]. Product: [CH3:28][C:27]1[O:26][C:25]([C:29]2[CH:30]=[CH:31][CH:32]=[CH:33][CH:34]=2)=[N:24][C:23]=1[CH2:22][S:1][C:2]1[CH:7]=[CH:6][C:5]([S:8]([NH:11][C:12]2[CH:20]=[CH:19][CH:18]=[CH:17][C:13]=2[C:14]([OH:16])=[O:15])(=[O:10])=[O:9])=[CH:4][CH:3]=1. The catalyst class is: 3. (2) Reactant: [NH2:1][C:2]1[S:3][C:4]([CH2:11][CH2:12][CH3:13])=[C:5]([O:9][CH3:10])[C:6]=1[C:7]#[N:8].N1C=CC=CC=1.[CH:20]1([C:26](Cl)=[O:27])[CH2:25][CH2:24][CH2:23][CH2:22][CH2:21]1. Product: [C:7]([C:6]1[C:5]([O:9][CH3:10])=[C:4]([CH2:11][CH2:12][CH3:13])[S:3][C:2]=1[NH:1][C:26]([CH:20]1[CH2:25][CH2:24][CH2:23][CH2:22][CH2:21]1)=[O:27])#[N:8]. The catalyst class is: 4. (3) Reactant: [N:1]1[CH:6]=[CH:5][CH:4]=[C:3]([CH2:7][C:8]([OH:17])([P:13]([OH:16])(=[O:15])[OH:14])[P:9]([OH:12])(=[O:11])[OH:10])[CH:2]=1.[OH-:18].[Na+:19]. Product: [CH:5]1[CH:6]=[N:1][CH:2]=[C:3]([CH2:7][C:8]([P:9]([O-:11])([OH:12])=[O:10])([P:13]([OH:16])([OH:15])=[O:14])[OH:17])[CH:4]=1.[CH:5]1[CH:6]=[N:1][CH:2]=[C:3]([CH2:7][C:8]([P:9]([O-:11])([OH:12])=[O:10])([P:13]([OH:16])([OH:15])=[O:14])[OH:17])[CH:4]=1.[OH2:18].[OH2:10].[OH2:10].[OH2:10].[OH2:10].[Na+:19].[Na+:19]. The catalyst class is: 6. (4) Reactant: [H-].[Al+3].[Li+].[H-].[H-].[H-].[CH3:7][C:8]1[CH:13]=[C:12]([CH3:14])[N:11]=[C:10]([C:15](OC)=[O:16])[CH:9]=1.C(OCC)(=O)C. Product: [CH3:7][C:8]1[CH:13]=[C:12]([CH3:14])[N:11]=[C:10]([CH2:15][OH:16])[CH:9]=1. The catalyst class is: 217.